From a dataset of Reaction yield outcomes from USPTO patents with 853,638 reactions. Predict the reaction yield, written as a fraction of the theoretical maximum amount of product (1.0 means a 100% yield; for example, 0.34 means a 34% yield). (1) The reactants are [Cl:1][C:2]1[S:6][C:5]([NH:7][C:8](=[O:18])[C:9]2[CH:14]=[C:13]([Cl:15])[CH:12]=[CH:11][C:10]=2[O:16][CH3:17])=[N:4][CH:3]=1.Cl[CH2:20][C:21]1[N:22]=[CH:23][S:24][CH:25]=1.CC(C)([O-])C.[K+].O1CCOCC1. The catalyst is [I-].C([N+](CCCC)(CCCC)CCCC)CCC.C1(C)C=CC=CC=1. The product is [Cl:15][C:13]1[CH:12]=[CH:11][C:10]([O:16][CH3:17])=[C:9]([CH:14]=1)[C:8](/[N:7]=[C:5]1\[S:6][C:2]([Cl:1])=[CH:3][N:4]\1[CH2:20][C:21]1[N:22]=[CH:23][S:24][CH:25]=1)=[O:18]. The yield is 0.600. (2) The reactants are [OH:1][CH2:2][C:3]1([C:18]2[CH:23]=[C:22]([C:24]([F:27])([F:26])[F:25])[CH:21]=[CH:20][C:19]=2O)[C:11]2[C:6](=[CH:7][CH:8]=[CH:9][CH:10]=2)[N:5]([CH2:12][CH2:13][CH2:14][CH2:15][CH3:16])[C:4]1=[O:17].C1(CCN2C3C(=CC=CC=3)C(C3C(O)=CC4OCOC=4C=3)(CO)C2=O)CC1. No catalyst specified. The product is [CH2:12]([N:5]1[C:6]2[C:11](=[CH:10][CH:9]=[CH:8][CH:7]=2)[C:3]2([C:18]3[CH:23]=[C:22]([C:24]([F:25])([F:26])[F:27])[CH:21]=[CH:20][C:19]=3[O:1][CH2:2]2)[C:4]1=[O:17])[CH2:13][CH2:14][CH2:15][CH3:16]. The yield is 0.270. (3) The reactants are S(=O)(=O)(O)[OH:2].N(=[CH:8][C:9]([NH:11][C:12]1[CH:19]=[CH:18][C:15]([O:16][CH3:17])=[CH:14][CH:13]=1)=[O:10])O. The catalyst is O. The product is [CH3:17][O:16][C:15]1[CH:14]=[C:13]2[C:12](=[CH:19][CH:18]=1)[NH:11][C:9](=[O:10])[C:8]2=[O:2]. The yield is 0.650. (4) The catalyst is C(Cl)(Cl)Cl. The yield is 0.680. The product is [NH2:25][CH:9]([CH2:10][C:11]1[CH:16]=[CH:15][C:14]([CH2:17][C:18]([F:24])([F:23])[C:19]([F:20])([F:21])[F:22])=[CH:13][CH:12]=1)[CH:8]([C:4]1[CH:5]=[CH:6][CH:7]=[C:2]([Cl:1])[CH:3]=1)[OH:33]. The reactants are [Cl:1][C:2]1[CH:3]=[C:4]([CH:8]([OH:33])[CH:9]([NH:25]C(=O)OC(C)(C)C)[CH2:10][C:11]2[CH:16]=[CH:15][C:14]([CH2:17][C:18]([F:24])([F:23])[C:19]([F:22])([F:21])[F:20])=[CH:13][CH:12]=2)[CH:5]=[CH:6][CH:7]=1.FC(F)(F)C(O)=O. (5) The reactants are [Cl-].O[NH3+:3].[C:4](=[O:7])([O-])[OH:5].[Na+].CS(C)=O.[CH2:13]([C:15]1[N:16]([C:40]2[CH:41]=[CH:42][C:43]3[O:47][CH:46]([CH3:48])[CH2:45][C:44]=3[CH:49]=2)[C:17](=[O:39])[C:18]([CH2:24][C:25]2[CH:30]=[CH:29][C:28]([C:31]3[C:32]([C:37]#[N:38])=[CH:33][CH:34]=[CH:35][CH:36]=3)=[CH:27][CH:26]=2)=[C:19]([CH2:21][CH2:22][CH3:23])[N:20]=1)[CH3:14]. The catalyst is C(OCC)(=O)C. The product is [CH2:13]([C:15]1[N:16]([C:40]2[CH:41]=[CH:42][C:43]3[O:47][CH:46]([CH3:48])[CH2:45][C:44]=3[CH:49]=2)[C:17](=[O:39])[C:18]([CH2:24][C:25]2[CH:26]=[CH:27][C:28]([C:31]3[CH:36]=[CH:35][CH:34]=[CH:33][C:32]=3[C:37]3[NH:3][C:4](=[O:7])[O:5][N:38]=3)=[CH:29][CH:30]=2)=[C:19]([CH2:21][CH2:22][CH3:23])[N:20]=1)[CH3:14]. The yield is 0.490. (6) The catalyst is O.CN(C=O)C. The yield is 0.0800. The reactants are CS(O[CH2:6][CH2:7][C:8]1([CH3:19])[O:12][C:11]2=[N:13][C:14]([N+:16]([O-:18])=[O:17])=[CH:15][N:10]2[CH2:9]1)(=O)=O.Cl.[C:21]([N:25]1[CH2:30][CH2:29][NH:28][CH2:27][C:26]1=[O:31])([CH3:24])([CH3:23])[CH3:22].C(N(CC)CC)C.[I-].[K+]. The product is [C:21]([N:25]1[CH2:30][CH2:29][N:28]([CH2:6][CH2:7][C:8]2([CH3:19])[O:12][C:11]3=[N:13][C:14]([N+:16]([O-:18])=[O:17])=[CH:15][N:10]3[CH2:9]2)[CH2:27][C:26]1=[O:31])([CH3:24])([CH3:22])[CH3:23]. (7) The reactants are C([O:8][N:9]1[C:15](=[O:16])[N:14]2[CH2:17][C@H:10]1[CH2:11][CH2:12][C@H:13]2[C:18]1[O:22][C:21]([CH2:23][CH2:24][NH:25][C:26](=[O:32])[O:27][C:28]([CH3:31])([CH3:30])[CH3:29])=[N:20][N:19]=1)C1C=CC=CC=1. The catalyst is C1COCC1.[Pd]. The product is [OH:8][N:9]1[C:15](=[O:16])[N:14]2[CH2:17][C@H:10]1[CH2:11][CH2:12][C@H:13]2[C:18]1[O:22][C:21]([CH2:23][CH2:24][NH:25][C:26](=[O:32])[O:27][C:28]([CH3:30])([CH3:29])[CH3:31])=[N:20][N:19]=1. The yield is 0.940. (8) The reactants are C([O:3][C:4]([C:6]1[CH:7]=[CH:8][C:9]2[S:13][C:12]([C:14]3[C:15]([CH3:20])=[N:16][NH:17][C:18]=3[NH2:19])=[N:11][C:10]=2[CH:21]=1)=O)C.[H-].[Al+3].[Li+].[H-].[H-].[H-].O.O.O.O.O.O.O.O.O.S([O-])([O-])(=O)=O.[Na+].[Na+]. The catalyst is C1COCC1. The product is [NH2:19][C:18]1[NH:17][N:16]=[C:15]([CH3:20])[C:14]=1[C:12]1[S:13][C:9]2[CH:8]=[CH:7][C:6]([CH2:4][OH:3])=[CH:21][C:10]=2[N:11]=1. The yield is 0.810. (9) The reactants are C[C:2]1[C:14]2[CH2:13][C:12]3[C:7](=CC=CC=3)[C:6]=2[CH:5]=[CH:4][CH:3]=1. The catalyst is [Pd]. The product is [CH2:13]1[C:14]2[C:6](=[CH:5][CH:4]=[CH:3][CH:2]=2)[CH2:7][CH2:12]1. The yield is 0.960.